Dataset: Peptide-MHC class II binding affinity with 134,281 pairs from IEDB. Task: Regression. Given a peptide amino acid sequence and an MHC pseudo amino acid sequence, predict their binding affinity value. This is MHC class II binding data. The peptide sequence is INEPTAAAIYYGLDR. The MHC is HLA-DQA10501-DQB10301 with pseudo-sequence HLA-DQA10501-DQB10301. The binding affinity (normalized) is 0.630.